From a dataset of Catalyst prediction with 721,799 reactions and 888 catalyst types from USPTO. Predict which catalyst facilitates the given reaction. (1) Reactant: [CH3:1][C:2]1[N:6]([CH2:7][CH2:8][C:9]2[CH:14]=[CH:13][C:12]([O:15][CH2:16][CH:17]3[CH2:22][CH2:21][CH:20]([CH2:23][CH2:24][CH2:25][CH2:26][CH3:27])[CH2:19][CH2:18]3)=[CH:11][CH:10]=2)[C:5]([C:28]2[CH:47]=[CH:46][C:31]([O:32][C@H:33]([CH2:39][C:40]3[CH:45]=[CH:44][CH:43]=[CH:42][CH:41]=3)[C:34]([O:36]CC)=[O:35])=[CH:30][CH:29]=2)=[CH:4][CH:3]=1.[OH-].[K+].Cl. Product: [CH3:1][C:2]1[N:6]([CH2:7][CH2:8][C:9]2[CH:10]=[CH:11][C:12]([O:15][CH2:16][CH:17]3[CH2:18][CH2:19][CH:20]([CH2:23][CH2:24][CH2:25][CH2:26][CH3:27])[CH2:21][CH2:22]3)=[CH:13][CH:14]=2)[C:5]([C:28]2[CH:29]=[CH:30][C:31]([O:32][C@H:33]([CH2:39][C:40]3[CH:45]=[CH:44][CH:43]=[CH:42][CH:41]=3)[C:34]([OH:36])=[O:35])=[CH:46][CH:47]=2)=[CH:4][CH:3]=1. The catalyst class is: 36. (2) Reactant: [I:1]Cl.[Cl:3][C:4]1[CH:10]=[CH:9][C:7]([NH2:8])=[CH:6][C:5]=1[F:11]. Product: [Cl:3][C:4]1[C:5]([F:11])=[CH:6][C:7]([NH2:8])=[C:9]([I:1])[CH:10]=1. The catalyst class is: 5. (3) Reactant: [Cl:1][C:2]1[C:3]([C:9](=[N:24][O:25][CH2:26][C:27]([F:30])([F:29])[F:28])[CH2:10][NH:11][C:12](=[O:23])[C:13]2[CH:18]=[CH:17][CH:16]=[CH:15][C:14]=2[C:19]([F:22])([F:21])[F:20])=[N:4][CH:5]=[C:6]([Cl:8])[CH:7]=1. Product: [Cl:1][C:2]1[C:3](/[C:9](=[N:24]\[O:25][CH2:26][C:27]([F:30])([F:28])[F:29])/[CH2:10][NH:11][C:12](=[O:23])[C:13]2[CH:18]=[CH:17][CH:16]=[CH:15][C:14]=2[C:19]([F:22])([F:21])[F:20])=[N:4][CH:5]=[C:6]([Cl:8])[CH:7]=1. The catalyst class is: 10. (4) Reactant: [CH2:1]1[CH:9]2[N:4]([CH2:5][CH:6]=[C:7](OS(C(F)(F)F)(=O)=O)[CH2:8]2)[CH2:3][CH2:2]1.C([O-])([O-])=O.[Na+].[Na+].O1[CH2:29][CH2:28]OCC1.O. Product: [CH2:1]1[CH:9]2[N:4]([CH2:5][CH:6]=[C:7]([C:29]3[CH:28]=[CH:1][C:9]([NH2:4])=[CH:8][CH:7]=3)[CH2:8]2)[CH2:3][CH2:2]1. The catalyst class is: 140. (5) The catalyst class is: 48. Reactant: O[C:2]1([C:8]2[N:9]([S:19]([C:22]3[CH:27]=[CH:26][CH:25]=[CH:24][CH:23]=3)(=[O:21])=[O:20])[C:10]3[C:15]([CH:16]=2)=[CH:14][C:13]([S:17][CH3:18])=[CH:12][CH:11]=3)[CH2:7][CH2:6][O:5][CH2:4][CH2:3]1.O.C1(C)C=CC(S(O)(=O)=O)=CC=1.C(=O)([O-])O.[Na+]. Product: [O:5]1[CH2:6][CH2:7][C:2]([C:8]2[N:9]([S:19]([C:22]3[CH:23]=[CH:24][CH:25]=[CH:26][CH:27]=3)(=[O:21])=[O:20])[C:10]3[C:15]([CH:16]=2)=[CH:14][C:13]([S:17][CH3:18])=[CH:12][CH:11]=3)=[CH:3][CH2:4]1. (6) Reactant: [N:1]([CH2:4][CH2:5][NH:6]C(=O)CCCCCCCCCCCCC)=[N+:2]=[N-:3].[CH3:22][C:23]1[C:28]([CH3:29])=[C:27]([CH3:30])[C:26]([CH3:31])=[C:25]([CH3:32])[C:24]=1[S:33](Cl)(=[O:35])=[O:34].N(CCN)=[N+]=[N-].C(N(CC)CC)C. Product: [N:1]([CH2:4][CH2:5][NH:6][S:33]([C:24]1[C:23]([CH3:22])=[C:28]([CH3:29])[C:27]([CH3:30])=[C:26]([CH3:31])[C:25]=1[CH3:32])(=[O:35])=[O:34])=[N+:2]=[N-:3]. The catalyst class is: 4. (7) Product: [NH2:1][C:2]1[S:3][C:12]([CH3:13])=[C:6]([C:7]([O:9][CH2:10][CH3:11])=[O:8])[N:4]=1. The catalyst class is: 8. Reactant: [NH2:1][C:2]([NH2:4])=[S:3].Cl[CH:6]([C:12](=O)[CH3:13])[C:7]([O:9][CH2:10][CH3:11])=[O:8]. (8) Reactant: [CH:1]1([CH2:7][OH:8])[CH2:6][CH2:5][CH2:4][CH2:3][CH2:2]1.[H-].[Na+].Br[CH2:12][CH2:13][CH2:14][CH2:15][CH:16]=[CH2:17]. Product: [CH2:17]([O:8][CH2:7][CH:1]1[CH2:6][CH2:5][CH2:4][CH2:3][CH2:2]1)[CH2:16][CH2:15][CH2:14][CH:13]=[CH2:12]. The catalyst class is: 3. (9) Reactant: [CH3:1][C:2]1[CH:3]=[C:4]([C:20]#[C:21][CH2:22][N:23]2[CH2:28][CH2:27][N:26]([CH3:29])[CH2:25][CH2:24]2)[CH:5]=[C:6]2[C:10]=1[C:9](=[O:11])[N:8]([CH2:12][C:13]1[CH:18]=[CH:17][C:16]([Cl:19])=[CH:15][CH:14]=1)[CH2:7]2.[H][H].C(Cl)(Cl)Cl.CO. Product: [CH3:1][C:2]1[CH:3]=[C:4]([CH2:20][CH2:21][CH2:22][N:23]2[CH2:28][CH2:27][N:26]([CH3:29])[CH2:25][CH2:24]2)[CH:5]=[C:6]2[C:10]=1[C:9](=[O:11])[N:8]([CH2:12][C:13]1[CH:14]=[CH:15][C:16]([Cl:19])=[CH:17][CH:18]=1)[CH2:7]2. The catalyst class is: 178. (10) The catalyst class is: 84. Reactant: CC(C)([O-])C.[Li+].[CH3:7][O:8][C:9]1[CH:14]=[CH:13][CH:12]=[C:11]([O:15][CH2:16][C:17]2[CH:22]=[CH:21][C:20]([O:23][CH3:24])=[CH:19][CH:18]=2)[C:10]=1[C:25](=[O:27])[CH3:26].[C:28](=S)=[S:29].IC.[CH3:33][S:34]([CH3:36])=O. Product: [CH3:7][O:8][C:9]1[CH:14]=[CH:13][CH:12]=[C:11]([O:15][CH2:16][C:17]2[CH:18]=[CH:19][C:20]([O:23][CH3:24])=[CH:21][CH:22]=2)[C:10]=1[C:25](=[O:27])[CH:26]=[C:33]([S:29][CH3:28])[S:34][CH3:36].